Task: Predict the reactants needed to synthesize the given product.. Dataset: Full USPTO retrosynthesis dataset with 1.9M reactions from patents (1976-2016) (1) The reactants are: [F:1][S:2]([C:5]([C:8]([C:11]([C:14]([F:16])=[O:15])([F:13])[F:12])([F:10])[F:9])([F:7])[F:6])(=[O:4])=[O:3].[F-:17].[K+].S(O[CH2:26][CH3:27])(OCC)(=O)=O.O. Given the product [F:1][S:2]([C:5]([C:8]([C:11]([C:14]([O:15][CH2:26][CH3:27])([F:17])[F:16])([F:12])[F:13])([F:9])[F:10])([F:7])[F:6])(=[O:4])=[O:3], predict the reactants needed to synthesize it. (2) Given the product [NH:1]1[CH2:6][CH2:5][CH2:4][CH:3]([CH2:7][C:8]2[CH:16]=[N:17][CH:18]=[N:19][CH:20]=2)[CH2:2]1, predict the reactants needed to synthesize it. The reactants are: [NH:1]1[CH2:6][CH2:5][CH2:4][CH:3]([CH2:7][C:8]2N=CC=CN=2)[CH2:2]1.BrC1[CH:16]=[N:17][CH:18]=[N:19][CH:20]=1.ICC1CCCN(C(OC(C)(C)C)=O)C1. (3) The reactants are: [N+:1]([C:4]1[CH:5]=[CH:6][C:7]([O:10][CH2:11][CH2:12][N:13]([CH3:15])[CH3:14])=[N:8][CH:9]=1)([O-])=O.[H][H]. Given the product [CH3:14][N:13]([CH3:15])[CH2:12][CH2:11][O:10][C:7]1[N:8]=[CH:9][C:4]([NH2:1])=[CH:5][CH:6]=1, predict the reactants needed to synthesize it.